From a dataset of Full USPTO retrosynthesis dataset with 1.9M reactions from patents (1976-2016). Predict the reactants needed to synthesize the given product. (1) Given the product [C:4]1(=[O:17])[N:5]([CH2:6][CH:7]2[C:16]3[C:11](=[CH:12][CH:13]=[CH:14][CH:15]=3)[CH2:10][CH2:9][N:8]2[C:28]([O:27][C:24]([CH3:26])([CH3:25])[CH3:23])=[O:29])[C:1](=[O:22])[C:2]2=[CH:21][CH:20]=[CH:19][CH:18]=[C:3]12, predict the reactants needed to synthesize it. The reactants are: [C:1]1(=[O:22])[N:5]([CH2:6][CH:7]2[C:16]3[C:11](=[CH:12][CH:13]=[CH:14][CH:15]=3)[CH2:10][CH2:9][NH:8]2)[C:4](=[O:17])[C:3]2=[CH:18][CH:19]=[CH:20][CH:21]=[C:2]12.[CH3:23][C:24]([O:27][C:28](O[C:28]([O:27][C:24]([CH3:26])([CH3:25])[CH3:23])=[O:29])=[O:29])([CH3:26])[CH3:25].C([O-])(O)=O.[Na+]. (2) Given the product [I:1][C:2]1[CH:3]=[C:4]2[C:8](=[CH:9][CH:10]=1)[N:7]([CH:18]1[CH2:19][CH2:20][CH2:21][CH2:22][O:17]1)[N:6]=[C:5]2[C:11]([N:13]([O:15][CH3:16])[CH3:14])=[O:12], predict the reactants needed to synthesize it. The reactants are: [I:1][C:2]1[CH:3]=[C:4]2[C:8](=[CH:9][CH:10]=1)[NH:7][N:6]=[C:5]2[C:11]([N:13]([O:15][CH3:16])[CH3:14])=[O:12].[O:17]1[CH:22]=[CH:21][CH2:20][CH2:19][CH2:18]1.CC1C=CC(S([O-])(=O)=O)=CC=1.C1C=C[NH+]=CC=1.C([O-])(O)=O.[Na+]. (3) The reactants are: [CH:1]1([CH2:6][C@@H:7]([OH:12])[C:8]([O:10][CH3:11])=[O:9])[CH2:5][CH2:4][CH2:3][CH2:2]1.N1C(C)=CC=CC=1C.[F:21][C:22]([F:35])([F:34])[S:23](O[S:23]([C:22]([F:35])([F:34])[F:21])(=[O:25])=[O:24])(=[O:25])=[O:24].C(OC)(C)(C)C. Given the product [CH:1]1([CH2:6][C@@H:7]([O:12][S:23]([C:22]([F:35])([F:34])[F:21])(=[O:25])=[O:24])[C:8]([O:10][CH3:11])=[O:9])[CH2:2][CH2:3][CH2:4][CH2:5]1, predict the reactants needed to synthesize it. (4) The reactants are: C1CCN2C(=NCCC2)CC1.[Cl:12][C:13]1[CH:14]=[C:15]([NH:20][C:21]2[N:26]=[CH:25][N:24]=[C:23]([S:27][CH2:28]C(O)=O)[C:22]=2[C:32]#[N:33])[CH:16]=[CH:17][C:18]=1[F:19]. Given the product [Cl:12][C:13]1[CH:14]=[C:15]([NH:20][C:21]2[C:22]3[C:32]([NH2:33])=[CH:28][S:27][C:23]=3[N:24]=[CH:25][N:26]=2)[CH:16]=[CH:17][C:18]=1[F:19], predict the reactants needed to synthesize it. (5) Given the product [NH2:8][C:9]1[N:30]=[C:29]([NH:8][CH2:9][C:10]2[CH:27]=[CH:28][C:2]([F:7])=[CH:3][CH:11]=2)[CH:28]=[CH:27][C:10]=1[C:11]([NH:13][CH2:14][C:15]1[S:16][C:17]([O:20][C:21]2[CH:26]=[CH:25][CH:24]=[CH:23][CH:22]=2)=[CH:18][CH:19]=1)=[O:12], predict the reactants needed to synthesize it. The reactants are: F[C:2]([F:7])(F)[C:3](O)=O.[NH2:8][C:9]1[N:30]=[C:29](Cl)[CH:28]=[CH:27][C:10]=1[C:11]([NH:13][CH2:14][C:15]1[S:16][C:17]([O:20][C:21]2[CH:26]=[CH:25][CH:24]=[CH:23][CH:22]=2)=[CH:18][CH:19]=1)=[O:12].